Dataset: Forward reaction prediction with 1.9M reactions from USPTO patents (1976-2016). Task: Predict the product of the given reaction. (1) The product is: [ClH:23].[Cl:23][C:24]1[C:33]([CH2:34][NH:1][CH:2]2[CH2:7][CH2:6][N:5]([CH2:8][C@H:9]3[C:13]4=[C:14]([F:22])[CH:15]=[N:16][C:17]5[CH:18]=[CH:19][C:20](=[O:21])[N:11]([C:12]=54)[CH2:10]3)[CH2:4][CH2:3]2)=[N:32][C:31]2[NH:30][C:29](=[O:36])[CH2:28][O:27][C:26]=2[CH:25]=1. Given the reactants [NH2:1][CH:2]1[CH2:7][CH2:6][N:5]([CH2:8][C@H:9]2[C:13]3=[C:14]([F:22])[CH:15]=[N:16][C:17]4[CH:18]=[CH:19][C:20](=[O:21])[N:11]([C:12]=43)[CH2:10]2)[CH2:4][CH2:3]1.[Cl:23][C:24]1[C:33]([CH:34]=O)=[N:32][C:31]2[NH:30][C:29](=[O:36])[CH2:28][O:27][C:26]=2[CH:25]=1.C(O[BH-](OC(=O)C)OC(=O)C)(=O)C.C(=O)(O)[O-].[Na+], predict the reaction product. (2) Given the reactants FC(F)(F)C(O)=O.C([O:15][C:16]1[CH:21]=[CH:20][C:19]([CH:22]([OH:47])[CH2:23][NH:24][C:25]([CH3:46])([CH3:45])[CH2:26][CH2:27][N:28]2[C:33]3[CH:34]=[CH:35][C:36]([O:38][CH3:39])=[CH:37][C:32]=3[C:31]([CH2:42][CH3:43])([CH2:40][CH3:41])[O:30][C:29]2=[O:44])=[CH:18][C:17]=1[NH:48][S:49]([CH3:52])(=[O:51])=[O:50])C1C=CC=CC=1.FC(F)(F)C([O-])=O, predict the reaction product. The product is: [CH2:42]([C:31]1([CH2:40][CH3:41])[O:30][C:29](=[O:44])[N:28]([CH2:27][CH2:26][C:25]([NH:24][CH2:23][CH:22]([C:19]2[CH:20]=[CH:21][C:16]([OH:15])=[C:17]([NH:48][S:49]([CH3:52])(=[O:50])=[O:51])[CH:18]=2)[OH:47])([CH3:45])[CH3:46])[C:33]2[CH:34]=[CH:35][C:36]([O:38][CH3:39])=[CH:37][C:32]1=2)[CH3:43]. (3) Given the reactants [OH:1][C@H:2]1[CH2:7][CH2:6][CH2:5][CH2:4][C@@H:3]1[NH:8][C:9]([C:11]1[C:15]2=[N:16][CH:17]=[CH:18][C:19]([CH3:20])=[C:14]2[NH:13][CH:12]=1)=[O:10].Cl[CH2:22][C:23]1[CH:28]=[CH:27][N:26]=[C:25]([O:29][CH3:30])[CH:24]=1.C(=O)([O-])[O-].[Cs+].[Cs+], predict the reaction product. The product is: [OH:1][C@H:2]1[CH2:7][CH2:6][CH2:5][CH2:4][C@@H:3]1[NH:8][C:9]([C:11]1[C:15]2=[N:16][CH:17]=[CH:18][C:19]([CH3:20])=[C:14]2[N:13]([CH2:22][C:23]2[CH:28]=[CH:27][N:26]=[C:25]([O:29][CH3:30])[CH:24]=2)[CH:12]=1)=[O:10]. (4) Given the reactants [Cl:1]N1C(=O)CCC1=O.[Br:9][C:10]1[CH:11]=[CH:12][C:13]([F:27])=[C:14]([C@:16]2([CH3:26])[CH2:21][N:20]3[CH:22]=[CH:23][N:24]=[C:19]3[C:18]([NH2:25])=[N:17]2)[CH:15]=1, predict the reaction product. The product is: [Br:9][C:10]1[CH:11]=[CH:12][C:13]([F:27])=[C:14]([C@:16]2([CH3:26])[CH2:21][N:20]3[C:22]([Cl:1])=[CH:23][N:24]=[C:19]3[C:18]([NH2:25])=[N:17]2)[CH:15]=1. (5) Given the reactants [C:1]12([CH2:11][NH:12][C:13](=[O:29])[C:14]3[CH:19]=[C:18]([N:20]4[C:25](=[O:26])[NH:24][C:23](=[O:27])[CH:22]=[N:21]4)[CH:17]=[CH:16][C:15]=3[Cl:28])[CH2:10][CH:5]3[CH2:6][CH:7]([CH2:9][CH:3]([CH2:4]3)[CH2:2]1)[CH2:8]2.CO.[CH3:32][Si](C=[N+]=[N-])(C)C, predict the reaction product. The product is: [C:1]12([CH2:11][NH:12][C:13](=[O:29])[C:14]3[CH:19]=[C:18]([N:20]4[C:25](=[O:26])[N:24]([CH3:32])[C:23](=[O:27])[CH:22]=[N:21]4)[CH:17]=[CH:16][C:15]=3[Cl:28])[CH2:10][CH:5]3[CH2:4][CH:3]([CH2:9][CH:7]([CH2:6]3)[CH2:8]1)[CH2:2]2. (6) Given the reactants [OH:1][C:2]1[CH:10]=[CH:9][CH:8]=[C:7]2[C:3]=1[CH2:4][CH2:5][C:6]2=[O:11].Cl[CH2:13][CH2:14][C:15]([OH:17])=[O:16].Cl.S(=O)(=O)(O)O.[CH2:24](O)[CH3:25], predict the reaction product. The product is: [O:11]=[C:6]1[C:7]2[C:3](=[C:2]([O:1][CH2:13][CH2:14][C:15]([O:17][CH2:24][CH3:25])=[O:16])[CH:10]=[CH:9][CH:8]=2)[CH2:4][CH2:5]1.